From a dataset of Catalyst prediction with 721,799 reactions and 888 catalyst types from USPTO. Predict which catalyst facilitates the given reaction. (1) Reactant: [OH:1][CH:2]([CH2:18][CH2:19][CH2:20][CH2:21][CH2:22][CH3:23])[CH2:3][CH2:4][CH2:5][CH2:6][CH2:7][CH2:8][CH2:9][CH2:10][CH2:11][CH2:12][C:13]([O:15][CH2:16][CH3:17])=[O:14].N1C=CC=CC=1.[C:30](Cl)(=[O:48])[CH2:31][CH2:32][CH2:33][CH2:34][CH2:35][CH2:36][CH2:37]/[CH:38]=[CH:39]\[CH2:40][CH2:41][CH2:42][CH2:43][CH2:44][CH2:45][CH2:46][CH3:47].O. Product: [C:30]([O:1][CH:2]([CH2:18][CH2:19][CH2:20][CH2:21][CH2:22][CH3:23])[CH2:3][CH2:4][CH2:5][CH2:6][CH2:7][CH2:8][CH2:9][CH2:10][CH2:11][CH2:12][C:13]([O:15][CH2:16][CH3:17])=[O:14])(=[O:48])[CH2:31][CH2:32][CH2:33][CH2:34][CH2:35][CH2:36][CH2:37]/[CH:38]=[CH:39]\[CH2:40][CH2:41][CH2:42][CH2:43][CH2:44][CH2:45][CH2:46][CH3:47]. The catalyst class is: 237. (2) Reactant: [CH2:1]([N:8]1[C:16]2[C:11](=[CH:12][C:13]([C:17]3[CH:22]=[CH:21][C:20]([O:23][C:24]([F:27])([F:26])[F:25])=[CH:19][CH:18]=3)=[CH:14][CH:15]=2)[C:10]([C:28](=[O:34])[C:29]([O:31]CC)=[O:30])=[CH:9]1)[C:2]1[CH:7]=[CH:6][CH:5]=[CH:4][CH:3]=1.[OH-].[K+].Cl. The catalyst class is: 20. Product: [CH2:1]([N:8]1[C:16]2[C:11](=[CH:12][C:13]([C:17]3[CH:22]=[CH:21][C:20]([O:23][C:24]([F:27])([F:25])[F:26])=[CH:19][CH:18]=3)=[CH:14][CH:15]=2)[C:10]([C:28](=[O:34])[C:29]([OH:31])=[O:30])=[CH:9]1)[C:2]1[CH:3]=[CH:4][CH:5]=[CH:6][CH:7]=1. (3) Reactant: [CH3:1][O:2][C:3]([CH:5]1[CH2:9][CH2:8][N:7]([C:10]([O:12][CH2:13][C:14]2[CH:19]=[CH:18][CH:17]=[CH:16][CH:15]=2)=[O:11])[N:6]1[C:20](=[O:37])[CH:21]([N:26]1[C:34](=[O:35])[C:33]2[C:28](=[CH:29][CH:30]=[CH:31][CH:32]=2)[C:27]1=[O:36])[CH2:22][CH2:23][CH2:24][OH:25])=[O:4].CC(OI1(OC(C)=O)(OC(C)=O)OC(=O)C2C=CC=CC1=2)=O. Product: [CH3:1][O:2][C:3]([CH:5]1[CH2:9][CH2:8][N:7]([C:10]([O:12][CH2:13][C:14]2[CH:15]=[CH:16][CH:17]=[CH:18][CH:19]=2)=[O:11])[N:6]1[C:20](=[O:37])[CH:21]([N:26]1[C:34](=[O:35])[C:33]2[C:28](=[CH:29][CH:30]=[CH:31][CH:32]=2)[C:27]1=[O:36])[CH2:22][CH2:23][CH:24]=[O:25])=[O:4]. The catalyst class is: 2. (4) Reactant: [Cl:1][C:2]1[CH:19]=[CH:18][C:17]([CH:20]2[C@H:25]([O:26][CH2:27][C:28]3[CH:33]=[CH:32][CH:31]=[CH:30][CH:29]=3)[C@@H:24]([O:34][CH2:35][C:36]3[CH:41]=[CH:40][CH:39]=[CH:38][CH:37]=3)[C@H:23]([O:42][CH2:43][C:44]3[CH:49]=[CH:48][CH:47]=[CH:46][CH:45]=3)[C@@H:22]([CH2:50][O:51][CH2:52][C:53]3[CH:58]=[CH:57][CH:56]=[CH:55][CH:54]=3)[O:21]2)=[CH:16][C:3]=1[CH2:4][O:5][Si](C(C)C)(C(C)C)C(C)C.[F-].C([N+](CCCC)(CCCC)CCCC)CCC. Product: [Cl:1][C:2]1[CH:19]=[CH:18][C:17]([CH:20]2[C@H:25]([O:26][CH2:27][C:28]3[CH:29]=[CH:30][CH:31]=[CH:32][CH:33]=3)[C@@H:24]([O:34][CH2:35][C:36]3[CH:41]=[CH:40][CH:39]=[CH:38][CH:37]=3)[C@H:23]([O:42][CH2:43][C:44]3[CH:45]=[CH:46][CH:47]=[CH:48][CH:49]=3)[C@@H:22]([CH2:50][O:51][CH2:52][C:53]3[CH:54]=[CH:55][CH:56]=[CH:57][CH:58]=3)[O:21]2)=[CH:16][C:3]=1[CH2:4][OH:5]. The catalyst class is: 1. (5) Reactant: [CH3:1][O:2][C:3](=[O:31])[CH2:4][CH2:5][NH:6][C:7](=[O:30])[C:8]1[CH:13]=[CH:12][C:11]([O:14][CH:15]([C:22]2[CH:27]=[CH:26][C:25](Br)=[C:24]([CH3:29])[CH:23]=2)[CH2:16][CH2:17][CH2:18][CH:19]([CH3:21])[CH3:20])=[CH:10][CH:9]=1.[CH:32]([C:35]1[CH:40]=[CH:39][C:38](B(O)O)=[CH:37][CH:36]=1)([CH3:34])[CH3:33].[F-].[K+]. Product: [CH3:1][O:2][C:3](=[O:31])[CH2:4][CH2:5][NH:6][C:7](=[O:30])[C:8]1[CH:13]=[CH:12][C:11]([O:14][CH:15]([C:22]2[CH:27]=[CH:26][C:25]([C:38]3[CH:39]=[CH:40][C:35]([CH:32]([CH3:34])[CH3:33])=[CH:36][CH:37]=3)=[C:24]([CH3:29])[CH:23]=2)[CH2:16][CH2:17][CH2:18][CH:19]([CH3:21])[CH3:20])=[CH:10][CH:9]=1. The catalyst class is: 11.